This data is from Forward reaction prediction with 1.9M reactions from USPTO patents (1976-2016). The task is: Predict the product of the given reaction. Given the reactants [CH3:1][C@@:2]12[C@H:12]3[C@@H:13]([OH:25])[CH2:14][C@:15]4([CH3:24])[C@@H:19]([C:20](CO)=[O:21])[CH2:18][CH2:17][C@H:16]4[C@@H:11]3[CH2:10][CH2:9][C:8]1=[CH:7][C:5](=[O:6])[CH2:4][CH2:3]2.CO.I([O-])(=O)(=O)=[O:29].[Na+], predict the reaction product. The product is: [OH:25][CH:13]1[CH:12]2[CH:11]([CH2:10][CH2:9][C:8]3[C:2]2([CH3:1])[CH2:3][CH2:4][C:5](=[O:6])[CH:7]=3)[CH:16]2[C:15]([CH3:24])([CH:19]([C:20]([OH:29])=[O:21])[CH2:18][CH2:17]2)[CH2:14]1.